Dataset: Forward reaction prediction with 1.9M reactions from USPTO patents (1976-2016). Task: Predict the product of the given reaction. (1) The product is: [F:20][C:2]([F:1])([F:21])[CH2:3][O:4][C:5]1[CH:13]=[CH:12][C:11]([O:14][CH2:15][C:16]([F:19])([F:18])[F:17])=[CH:10][C:6]=1[C:7]([NH:35][CH2:36][C:37]1[CH:42]=[CH:41][CH:40]=[CH:39][N:38]=1)=[O:9]. Given the reactants [F:1][C:2]([F:21])([F:20])[CH2:3][O:4][C:5]1[CH:13]=[CH:12][C:11]([O:14][CH2:15][C:16]([F:19])([F:18])[F:17])=[CH:10][C:6]=1[C:7]([OH:9])=O.C(N(CC)CC)C.ClC(OCC)=O.[NH2:35][CH2:36][C:37]1[CH:42]=[CH:41][CH:40]=[CH:39][N:38]=1, predict the reaction product. (2) Given the reactants [F:1][C:2]1[CH:11]=[CH:10][C:5]([C:6](OC)=[O:7])=[C:4]([O:12][CH:13]([CH2:18][CH:19]=[CH2:20])[C:14]([F:17])([F:16])[F:15])[CH:3]=1.[H-].[H-].[H-].[H-].[Li+].[Al+3].C(OCC)(=O)C.C([O-])(O)=O.[Na+], predict the reaction product. The product is: [F:1][C:2]1[CH:11]=[CH:10][C:5]([CH2:6][OH:7])=[C:4]([O:12][CH:13]([CH2:18][CH:19]=[CH2:20])[C:14]([F:15])([F:16])[F:17])[CH:3]=1. (3) Given the reactants [CH2:1]([S:3][C:4]1[C:9]([NH:10][C:11](=[O:19])OC2C=CC=CC=2)=[C:8]([S:20][CH2:21][CH3:22])[CH:7]=[C:6]([CH3:23])[N:5]=1)[CH3:2].C(N(CC)CC)C.[CH2:31]([NH:38][CH2:39][CH2:40][N:41]1[CH2:46][CH2:45][N:44]([CH2:47][CH2:48][OH:49])[CH2:43][CH2:42]1)[CH2:32][CH2:33][CH2:34][CH2:35][CH2:36][CH3:37], predict the reaction product. The product is: [CH2:1]([S:3][C:4]1[C:9]([NH:10][C:11](=[O:19])[N:38]([CH2:31][CH2:32][CH2:33][CH2:34][CH2:35][CH2:36][CH3:37])[CH2:39][CH2:40][N:41]2[CH2:46][CH2:45][N:44]([CH2:47][CH2:48][OH:49])[CH2:43][CH2:42]2)=[C:8]([S:20][CH2:21][CH3:22])[CH:7]=[C:6]([CH3:23])[N:5]=1)[CH3:2]. (4) Given the reactants [CH2:1]([O:3][CH2:4][CH2:5][S:6][C:7]1[CH:12]=[C:11]([CH3:13])[CH:10]=[C:9]([CH3:14])[CH:8]=1)[CH3:2].[Br:15]Br.O, predict the reaction product. The product is: [CH2:1]([O:3][CH2:4][CH2:5][S:6][C:7]1[CH:8]=[C:9]([CH3:14])[C:10]([Br:15])=[C:11]([CH3:13])[CH:12]=1)[CH3:2]. (5) Given the reactants [CH2:1]([NH:9][C:10]([C@@H:12]1[CH2:16][CH2:15][CH:14](OC)[N:13]1[CH3:19])=[O:11])[CH2:2][C:3]1[CH:8]=[CH:7][CH:6]=[CH:5][CH:4]=1.[CH2:20]([Si](C)(C)C)[CH:21]=[CH2:22], predict the reaction product. The product is: [CH2:1]([NH:9][C:10]([C@@H:12]1[CH2:16][CH2:15][C@H:14]([CH2:22][CH:21]=[CH2:20])[N:13]1[CH3:19])=[O:11])[CH2:2][C:3]1[CH:8]=[CH:7][CH:6]=[CH:5][CH:4]=1.